From a dataset of Full USPTO retrosynthesis dataset with 1.9M reactions from patents (1976-2016). Predict the reactants needed to synthesize the given product. (1) Given the product [Cl:1][C:2]1[CH:3]=[CH:4][C:5]([N:8]2[C:12]([NH:13][C:14]([NH:24][C:25]3[CH:26]=[CH:27][C:28]([O:29][C:30]4[CH:35]=[CH:34][N:33]=[C:32]5[NH:36][C:37](=[O:39])[NH:38][C:31]=45)=[CH:40][CH:41]=3)=[O:22])=[CH:11][C:10]([CH3:23])=[N:9]2)=[CH:6][CH:7]=1, predict the reactants needed to synthesize it. The reactants are: [Cl:1][C:2]1[CH:7]=[CH:6][C:5]([N:8]2[C:12]([NH:13][C:14](=[O:22])OC3C=CC=CC=3)=[CH:11][C:10]([CH3:23])=[N:9]2)=[CH:4][CH:3]=1.[NH2:24][C:25]1[CH:41]=[CH:40][C:28]([O:29][C:30]2[CH:35]=[CH:34][N:33]=[C:32]3[NH:36][C:37](=[O:39])[NH:38][C:31]=23)=[CH:27][CH:26]=1. (2) Given the product [O:13]=[C:12]1[CH:11]=[CH:10][N:9]([C:14]2[CH:19]=[CH:18][CH:17]=[C:16]([O:20][C:21]([F:24])([F:23])[F:22])[CH:15]=2)[N:8]=[C:7]1[C:5]1[N:26]([C:28]2[CH:33]=[CH:32][C:31]([S:34]([NH2:37])(=[O:35])=[O:36])=[CH:30][CH:29]=2)[N:2]=[CH:3][CH:4]=1, predict the reactants needed to synthesize it. The reactants are: C[N:2](C)/[CH:3]=[CH:4]/[C:5]([C:7]1[C:12](=[O:13])[CH:11]=[CH:10][N:9]([C:14]2[CH:19]=[CH:18][CH:17]=[C:16]([O:20][C:21]([F:24])([F:23])[F:22])[CH:15]=2)[N:8]=1)=O.[NH:26]([C:28]1[CH:33]=[CH:32][C:31]([S:34]([NH2:37])(=[O:36])=[O:35])=[CH:30][CH:29]=1)N. (3) Given the product [F:1][C:2]1[CH:10]=[CH:9][CH:8]=[CH:7][C:3]=1[C:4]([NH:19][CH2:18][CH:17]([C:20]1[CH:21]=[N:22][C:23]([C:26]([F:29])([F:27])[F:28])=[CH:24][CH:25]=1)[CH2:16][C:13]1([C:12]([F:11])([F:30])[F:31])[CH2:14][CH2:15]1)=[O:6], predict the reactants needed to synthesize it. The reactants are: [F:1][C:2]1[CH:10]=[CH:9][CH:8]=[CH:7][C:3]=1[C:4]([OH:6])=O.[F:11][C:12]([F:31])([F:30])[C:13]1([CH2:16][CH:17]([C:20]2[CH:21]=[N:22][C:23]([C:26]([F:29])([F:28])[F:27])=[CH:24][CH:25]=2)[CH2:18][NH2:19])[CH2:15][CH2:14]1. (4) Given the product [ClH:21].[Br:26][C:23]1[CH:24]=[CH:25][C:7]([NH:6][CH:27]2[CH2:31][CH2:30][CH2:29][CH2:28]2)=[C:8]([CH:22]=1)[C:9]([NH:11][CH2:12][C:13]1[CH:18]=[CH:17][C:16]([O:19][CH3:20])=[C:15]([Cl:21])[CH:14]=1)=[O:10], predict the reactants needed to synthesize it. The reactants are: S(=O)(=O)(O)O.[NH2:6][C:7]1[CH:25]=[CH:24][C:23]([Br:26])=[CH:22][C:8]=1[C:9]([NH:11][CH2:12][C:13]1[CH:18]=[CH:17][C:16]([O:19][CH3:20])=[C:15]([Cl:21])[CH:14]=1)=[O:10].[C:27]1(=O)[CH2:31][CH2:30][CH2:29][CH2:28]1.[BH4-].[Na+].C(=O)(O)[O-].[Na+]. (5) Given the product [C:14]([C:11]1[N:12]([CH3:13])[C:8]([C:5]2[CH:6]=[CH:7][C:2]([NH:1][C:22]([CH:16]3[CH2:21][CH2:20][CH2:19][CH2:18][CH2:17]3)=[O:23])=[CH:3][CH:4]=2)=[CH:9][CH:10]=1)#[N:15], predict the reactants needed to synthesize it. The reactants are: [NH2:1][C:2]1[CH:7]=[CH:6][C:5]([C:8]2[N:12]([CH3:13])[C:11]([C:14]#[N:15])=[CH:10][CH:9]=2)=[CH:4][CH:3]=1.[CH:16]1([C:22](Cl)=[O:23])[CH2:21][CH2:20][CH2:19][CH2:18][CH2:17]1.